From a dataset of Reaction yield outcomes from USPTO patents with 853,638 reactions. Predict the reaction yield, written as a fraction of the theoretical maximum amount of product (1.0 means a 100% yield; for example, 0.34 means a 34% yield). (1) The reactants are [F:1][C:2]1[CH:3]=[C:4]([C:9]2([CH2:15][CH2:16][C:17]([OH:19])=O)[CH2:14][CH2:13][CH2:12][CH2:11][CH2:10]2)[CH:5]=[C:6]([F:8])[CH:7]=1.O/[N:21]=[C:22](/[C:24]1[C:25](=[O:31])[NH:26][C:27]([CH3:30])=[CH:28][CH:29]=1)\[NH2:23].C(N=C=NC(C)C)(C)C.CCCC[N+](CCCC)(CCCC)CCCC.[F-].C1C2C(C3ON=C(N)N=3)CN(C2)C1. The catalyst is C(#N)C.CCOC(C)=O. The product is [F:1][C:2]1[CH:3]=[C:4]([C:9]2([CH2:15][CH2:16][C:17]3[O:19][N:23]=[C:22]([C:24]4[C:25](=[O:31])[NH:26][C:27]([CH3:30])=[CH:28][CH:29]=4)[N:21]=3)[CH2:10][CH2:11][CH2:12][CH2:13][CH2:14]2)[CH:5]=[C:6]([F:8])[CH:7]=1. The yield is 0.267. (2) The reactants are [Br:1][C:2]1[C:3]([OH:16])=[C:4]2[C:9](=[CH:10][CH:11]=1)[N:8]([C:12](=[O:14])[CH3:13])[C@@H:7]([CH3:15])[CH2:6][CH2:5]2.Cl[C:18]1[N:26]=[C:25]2[C:21]([N:22]([CH:27]3[CH2:32][CH2:31][CH2:30][CH2:29][O:28]3)[CH:23]=[N:24]2)=[CH:20][N:19]=1.C(=O)([O-])[O-].[K+].[K+]. The catalyst is CN(C)C=O. The product is [Br:1][C:2]1[C:3]([O:16][C:18]2[N:26]=[C:25]3[C:21]([N:22]([CH:27]4[CH2:32][CH2:31][CH2:30][CH2:29][O:28]4)[CH:23]=[N:24]3)=[CH:20][N:19]=2)=[C:4]2[C:9](=[CH:10][CH:11]=1)[N:8]([C:12](=[O:14])[CH3:13])[C@@H:7]([CH3:15])[CH2:6][CH2:5]2. The yield is 0.690. (3) The reactants are [CH3:1][O:2][C:3]1[CH:4]=[C:5]([NH:11][C:12]2[C:13]3[N:29]=[CH:28][S:27][C:14]=3[N:15]=[C:16]([N:18]3[CH2:23][CH2:22][CH2:21][CH:20]([C:24]([OH:26])=O)[CH2:19]3)[N:17]=2)[CH:6]=[CH:7][C:8]=1[O:9][CH3:10].[N:30]1[CH:35]=[CH:34][C:33]([CH2:36][CH2:37][NH2:38])=[CH:32][CH:31]=1.C(Cl)CCl.CN1C=CN=C1. The catalyst is C(Cl)Cl. The product is [CH3:1][O:2][C:3]1[CH:4]=[C:5]([NH:11][C:12]2[C:13]3[N:29]=[CH:28][S:27][C:14]=3[N:15]=[C:16]([N:18]3[CH2:23][CH2:22][CH2:21][CH:20]([C:24]([NH:38][CH2:37][CH2:36][C:33]4[CH:34]=[CH:35][N:30]=[CH:31][CH:32]=4)=[O:26])[CH2:19]3)[N:17]=2)[CH:6]=[CH:7][C:8]=1[O:9][CH3:10]. The yield is 0.390. (4) The reactants are [Br:1][C:2]1[CH:3]=[CH:4][C:5]2[NH:6][C:7]3[C:12]([C:13]=2[CH:14]=1)=[CH:11][C:10]([Br:15])=[CH:9][CH:8]=3.[H-].[Na+].[Br:18][C:19]1[CH:20]=[CH:21][C:22]2[N:23]([CH2:33][CH:34]3[CH2:36][O:35]3)[C:24]3[C:29]([C:30]=2[CH:31]=1)=[CH:28][C:27]([Br:32])=[CH:26][CH:25]=3. The catalyst is CN(C=O)C. The product is [Br:15][C:10]1[CH:9]=[CH:8][C:7]2[N:6]([CH2:36][CH:34]([OH:35])[CH2:33][N:23]3[C:24]4[CH:25]=[CH:26][C:27]([Br:32])=[CH:28][C:29]=4[C:30]4[C:22]3=[CH:21][CH:20]=[C:19]([Br:18])[CH:31]=4)[C:5]3[C:13]([C:12]=2[CH:11]=1)=[CH:14][C:2]([Br:1])=[CH:3][CH:4]=3. The yield is 0.340. (5) The reactants are [ClH:1].[CH3:2][O:3][C:4](=[O:44])[C@@H:5]([NH:25][C:26](=[O:43])[C:27]1[CH:32]=[CH:31][C:30]([C:33]#[C:34][C:35]2[CH:40]=[CH:39][C:38]([CH2:41][NH2:42])=[CH:37][CH:36]=2)=[CH:29][CH:28]=1)[CH2:6][NH:7][C:8]([O:10][CH2:11][CH:12]1[C:24]2[CH:23]=[CH:22][CH:21]=[CH:20][C:19]=2[C:18]2[C:13]1=[CH:14][CH:15]=[CH:16][CH:17]=2)=[O:9].[NH:45]([C:50]([O:52][C:53]([CH3:56])([CH3:55])[CH3:54])=[O:51])[CH2:46][C:47](O)=[O:48].CN(C(ON1N=NC2C=CC=NC1=2)=[N+](C)C)C.F[P-](F)(F)(F)(F)F.CCN(C(C)C)C(C)C.Cl.O1CCOCC1. The catalyst is CCOC(C)=O.CN(C=O)C. The product is [ClH:1].[CH3:2][O:3][C:4](=[O:44])[C@@H:5]([NH:25][C:26](=[O:43])[C:27]1[CH:28]=[CH:29][C:30]([C:33]#[C:34][C:35]2[CH:40]=[CH:39][C:38]([CH2:41][NH:42][C:47](=[O:48])[CH2:46][NH:45][C:50]([O:52][C:53]([CH3:55])([CH3:54])[CH3:56])=[O:51])=[CH:37][CH:36]=2)=[CH:31][CH:32]=1)[CH2:6][NH:7][C:8]([O:10][CH2:11][CH:12]1[C:13]2[CH:14]=[CH:15][CH:16]=[CH:17][C:18]=2[C:19]2[C:24]1=[CH:23][CH:22]=[CH:21][CH:20]=2)=[O:9]. The yield is 1.22. (6) The reactants are [N:1]1([C:15]([O:17][CH2:18][C:19]2[CH:24]=[CH:23][CH:22]=[CH:21][CH:20]=2)=[O:16])[CH2:6][CH2:5][C:4]2([C:14]3[C:9](=[CH:10][CH:11]=[CH:12][CH:13]=3)[NH:8][CH2:7]2)[CH2:3][CH2:2]1.C=O.[C:27](O)(=O)C.C([BH3-])#N.[Na+].C([O-])(O)=O.[Na+]. The catalyst is CO. The product is [CH3:27][N:8]1[C:9]2[C:14](=[CH:13][CH:12]=[CH:11][CH:10]=2)[C:4]2([CH2:3][CH2:2][N:1]([C:15]([O:17][CH2:18][C:19]3[CH:20]=[CH:21][CH:22]=[CH:23][CH:24]=3)=[O:16])[CH2:6][CH2:5]2)[CH2:7]1. The yield is 0.750. (7) The reactants are [CH3:1][NH:2][C:3]([N:5]1[C:13]2[C:8](=[CH:9][C:10]([O:14][C:15]3[CH:20]=[CH:19][N:18]=[C:17]([N:21]([C:31](OC4C=CC=CC=4)=[O:32])C(=O)OC4C=CC=CC=4)[CH:16]=3)=[CH:11][CH:12]=2)[CH:7]=[CH:6]1)=[O:4].[N:40]1([CH:45]2[CH2:50][CH2:49][NH:48][CH2:47][CH2:46]2)[CH2:44][CH2:43][CH2:42][CH2:41]1. The catalyst is CN(C)C=O. The product is [CH3:1][NH:2][C:3]([N:5]1[C:13]2[C:8](=[CH:9][C:10]([O:14][C:15]3[CH:20]=[CH:19][N:18]=[C:17]([NH:21][C:31]([N:48]4[CH2:49][CH2:50][CH:45]([N:40]5[CH2:44][CH2:43][CH2:42][CH2:41]5)[CH2:46][CH2:47]4)=[O:32])[CH:16]=3)=[CH:11][CH:12]=2)[CH:7]=[CH:6]1)=[O:4]. The yield is 0.730.